Dataset: Full USPTO retrosynthesis dataset with 1.9M reactions from patents (1976-2016). Task: Predict the reactants needed to synthesize the given product. (1) Given the product [C:15]([C:17]([C:20]1[CH:21]=[CH:22][C:23]([NH:26][C:27]2[CH:28]=[C:29]([CH:33]=[CH:34][N:35]=2)[C:30]([NH:14][C:10]2[CH:11]=[N:12][CH:13]=[C:8]([C:3]3[CH:4]=[CH:5][CH:6]=[CH:7][C:2]=3[F:1])[CH:9]=2)=[O:31])=[N:24][CH:25]=1)([CH3:19])[CH3:18])#[N:16], predict the reactants needed to synthesize it. The reactants are: [F:1][C:2]1[CH:7]=[CH:6][CH:5]=[CH:4][C:3]=1[C:8]1[CH:9]=[C:10]([NH2:14])[CH:11]=[N:12][CH:13]=1.[C:15]([C:17]([C:20]1[CH:21]=[CH:22][C:23]([NH:26][C:27]2[CH:28]=[C:29]([CH:33]=[CH:34][N:35]=2)[C:30](O)=[O:31])=[N:24][CH:25]=1)([CH3:19])[CH3:18])#[N:16].CCN(C(C)C)C(C)C.CCCP1(OP(CCC)(=O)OP(CCC)(=O)O1)=O.C(=O)(O)[O-].[Na+]. (2) Given the product [OH:39][CH:40]1[CH2:45][CH2:44][N:43]([CH2:20][C:21]2[CH:22]=[C:23]([CH:27]=[CH:28][N:29]=2)[C:24]([NH:18][C:16]2[S:15][C:5]3[C:6]([N:9]4[CH2:10][CH2:11][O:12][CH2:13][CH2:14]4)=[N:7][CH:8]=[C:3]([O:2][CH3:1])[C:4]=3[N:17]=2)=[O:25])[CH2:42][CH2:41]1, predict the reactants needed to synthesize it. The reactants are: [CH3:1][O:2][C:3]1[C:4]2[N:17]=[C:16]([NH2:18])[S:15][C:5]=2[C:6]([N:9]2[CH2:14][CH2:13][O:12][CH2:11][CH2:10]2)=[N:7][CH:8]=1.Cl[CH2:20][C:21]1[CH:22]=[C:23]([CH:27]=[CH:28][N:29]=1)[C:24](Cl)=[O:25].C(N(C(C)C)C(C)C)C.[OH:39][CH:40]1[CH2:45][CH2:44][NH:43][CH2:42][CH2:41]1. (3) The reactants are: [CH3:1][C:2]1[CH:3]=[C:4]([C:18]([O:20][CH3:21])=[O:19])[C:5]([C:8]2[CH:13]=[CH:12][CH:11]=[C:10]([C:14]([O:16][CH3:17])=[O:15])[CH:9]=2)=[CH:6][CH:7]=1.C1C(=O)N([Br:29])C(=O)C1. Given the product [Br:29][CH2:1][C:2]1[CH:3]=[C:4]([C:18]([O:20][CH3:21])=[O:19])[C:5]([C:8]2[CH:13]=[CH:12][CH:11]=[C:10]([C:14]([O:16][CH3:17])=[O:15])[CH:9]=2)=[CH:6][CH:7]=1, predict the reactants needed to synthesize it. (4) Given the product [O:37]1[C:6]2[CH:7]=[CH:2][CH:3]=[CH:4][C:5]=2[CH:8]=[CH:9][C:35]1=[O:36], predict the reactants needed to synthesize it. The reactants are: Cl[C:2]1[CH:7]=[CH:6][C:5]([CH2:8][C:9](O)=O)=[CH:4][CH:3]=1.C1N=CN(C(N2C=NC=C2)=O)C=1.CC(C1C=CC(F)=CC=1O)=O.[C:35](=O)([O-:37])[O-:36].[K+].[K+]. (5) Given the product [C:1]([O:5][C:6](=[O:22])[NH:7][C:8]1[CH:13]=[CH:12][C:11]([NH:14][C:15]2[CH:20]=[C:19]([C:27]3[CH:28]=[CH:29][C:24]([F:23])=[CH:25][CH:26]=3)[N:18]=[CH:17][N:16]=2)=[CH:10][CH:9]=1)([CH3:4])([CH3:3])[CH3:2], predict the reactants needed to synthesize it. The reactants are: [C:1]([O:5][C:6](=[O:22])[NH:7][C:8]1[CH:13]=[CH:12][C:11]([NH:14][C:15]2[CH:20]=[C:19](Cl)[N:18]=[CH:17][N:16]=2)=[CH:10][CH:9]=1)([CH3:4])([CH3:3])[CH3:2].[F:23][C:24]1[CH:29]=[CH:28][C:27](B(O)O)=[CH:26][CH:25]=1.C([O-])([O-])=O.[Na+].[Na+].[Na+].[Cl-]. (6) Given the product [O:14]=[C:13]1[N:4]2[C:5]3[C:10]([CH:1]([CH:16]=[O:15])[CH2:2][CH2:3]2)=[CH:9][CH:8]=[CH:7][C:6]=3[CH:11]=[CH:12]1, predict the reactants needed to synthesize it. The reactants are: [C:1]12([CH2:16][O:15]1)[C:10]1[C:5]3=[C:6]([CH:11]=[CH:12][C:13](=[O:14])[N:4]3[CH2:3][CH2:2]2)[CH:7]=[CH:8][CH:9]=1. (7) The reactants are: [CH3:1][O:2][C:3]1[CH:4]=[CH:5][C:6]2[NH:12][C:11](=[O:13])[N:10]([CH:14]3[CH2:19][CH2:18][NH:17][CH2:16][CH2:15]3)[CH2:9][CH2:8][C:7]=2[CH:20]=1.Cl[C:22]1[CH:27]=[C:26]([C:28]([C:30]2[CH:40]=[C:39]([CH3:41])[C:33]3[N:34]([CH3:38])[C:35](=[O:37])[O:36][C:32]=3[CH:31]=2)=[O:29])[C:25]([CH3:42])=[CH:24][N:23]=1. Given the product [CH3:38][N:34]1[C:33]2[C:39]([CH3:41])=[CH:40][C:30]([C:28]([C:26]3[C:25]([CH3:42])=[CH:24][N:23]=[C:22]([N:17]4[CH2:18][CH2:19][CH:14]([N:10]5[CH2:9][CH2:8][C:7]6[CH:20]=[C:3]([O:2][CH3:1])[CH:4]=[CH:5][C:6]=6[NH:12][C:11]5=[O:13])[CH2:15][CH2:16]4)[CH:27]=3)=[O:29])=[CH:31][C:32]=2[O:36][C:35]1=[O:37], predict the reactants needed to synthesize it. (8) The reactants are: [CH2:1]([O:8][C:9]1[CH:10]=[CH:11][C:12]([Br:19])=[C:13]([CH:18]=1)[C:14]([O:16]C)=O)[C:2]1[CH:7]=[CH:6][CH:5]=[CH:4][CH:3]=1.[CH2:20]1COCC1. Given the product [CH2:1]([O:8][C:9]1[CH:10]=[C:11]([CH3:20])[C:12]([Br:19])=[C:13]([CH2:14][OH:16])[CH:18]=1)[C:2]1[CH:3]=[CH:4][CH:5]=[CH:6][CH:7]=1, predict the reactants needed to synthesize it. (9) Given the product [Br:12][C:13]1[CH:17]=[C:16]([S:18]([NH:1][C:2]2[CH:10]=[CH:9][C:5]([C:6]([OH:8])=[O:7])=[C:4]([OH:11])[CH:3]=2)(=[O:20])=[O:19])[S:15][C:14]=1[Cl:22], predict the reactants needed to synthesize it. The reactants are: [NH2:1][C:2]1[CH:3]=[C:4]([OH:11])[C:5](=[CH:9][CH:10]=1)[C:6]([OH:8])=[O:7].[Br:12][C:13]1[CH:17]=[C:16]([S:18](Cl)(=[O:20])=[O:19])[S:15][C:14]=1[Cl:22].CCOC(C)=O.